Dataset: Forward reaction prediction with 1.9M reactions from USPTO patents (1976-2016). Task: Predict the product of the given reaction. (1) Given the reactants C(O[C:5]1[CH:10]=[CH:9][C:8](Br)=[CH:7][CH:6]=1)C=C.CCCCC.C([Li])(C)(C)C.[CH:22]([C:24]1[CH:33]=[CH:32][C:27](C(OC)=O)=[CH:26][C:25]=1O)=[O:23].[Cl-].[NH4+], predict the reaction product. The product is: [C:24]1([CH:22]([C:5]2[CH:6]=[CH:7][CH:8]=[CH:9][CH:10]=2)[OH:23])[CH:33]=[CH:32][CH:27]=[CH:26][CH:25]=1. (2) Given the reactants [C:1]1(=[O:16])[CH2:15][CH2:14][CH2:13][CH2:12][CH2:11][CH2:10][CH2:9][CH2:8][CH2:7][CH2:6][CH2:5][CH2:4][CH2:3][CH2:2]1.CCCCCC.O, predict the reaction product. The product is: [CH:1]1([OH:16])[CH2:15][CH2:14][CH2:13][CH2:12][CH2:11][CH2:10][CH2:9][CH2:8][CH2:7][CH2:6][CH2:5][CH2:4][CH2:3][CH2:2]1. (3) Given the reactants [NH2:1][CH2:2][CH2:3][N:4]1[C:13]2[C:8](=[N:9][CH:10]=[C:11]([CH2:14][C:15]3[CH:20]=[CH:19][C:18]([F:21])=[CH:17][CH:16]=3)[CH:12]=2)[C:7]([OH:22])=[C:6]([C:23]([NH:25][CH2:26][CH2:27][O:28][CH2:29][CH3:30])=[O:24])[C:5]1=[O:31].C(N(C(C)C)CC)(C)C.[Cl-].[CH3:42][N:43]([CH:45]=[O:46])[CH3:44], predict the reaction product. The product is: [CH3:42][N:43]([CH3:44])[C:45]([NH:1][CH2:2][CH2:3][N:4]1[C:13]2[C:8](=[N:9][CH:10]=[C:11]([CH2:14][C:15]3[CH:16]=[CH:17][C:18]([F:21])=[CH:19][CH:20]=3)[CH:12]=2)[C:7]([OH:22])=[C:6]([C:23]([NH:25][CH2:26][CH2:27][O:28][CH2:29][CH3:30])=[O:24])[C:5]1=[O:31])=[O:46]. (4) The product is: [S:11]([C:23]1[C:24]([C:25]([OH:27])=[O:26])=[CH:28][C:29]([Cl:32])=[CH:30][CH:31]=1)[C:5]1[C:6]([C:7]([OH:9])=[O:8])=[CH:10][C:2]([Cl:1])=[CH:3][CH:4]=1. Given the reactants [Cl:1][C:2]1[CH:3]=[CH:4][C:5]([SH:11])=[C:6]([CH:10]=1)[C:7]([OH:9])=[O:8].SC1C=CC=CC=1C(O)=O.Br[C:23]1[CH:31]=[CH:30][C:29]([Cl:32])=[CH:28][C:24]=1[C:25]([OH:27])=[O:26], predict the reaction product. (5) The product is: [Cl:12][C:13]1[N:14]=[C:15]([NH:20][C:21]2[N:22]=[CH:23][N:24]([CH:26]3[CH2:28][CH2:27]3)[CH:25]=2)[N:16]=[C:17]([NH:11][C@H:9]([C:6]2[N:7]=[CH:8][C:3]([F:2])=[CH:4][N:5]=2)[CH3:10])[N:18]=1. Given the reactants Cl.[F:2][C:3]1[CH:4]=[N:5][C:6]([C@@H:9]([NH2:11])[CH3:10])=[N:7][CH:8]=1.[Cl:12][C:13]1[N:18]=[C:17](Cl)[N:16]=[C:15]([NH:20][C:21]2[N:22]=[CH:23][N:24]([CH:26]3[CH2:28][CH2:27]3)[CH:25]=2)[N:14]=1, predict the reaction product. (6) Given the reactants [C:1]([O:6][C@H:7]1[CH2:15][CH2:14][CH2:13][C@H:12]([NH:16][C:17](=[O:27])[C:18]2[C:23]([OH:24])=[C:22]([O:25][CH3:26])[CH:21]=[CH:20][N:19]=2)[C:11](=[O:28])[O:10][C@@H:9]([CH3:29])[C@@H:8]1[CH2:30][CH2:31][CH2:32][CH3:33])(=[O:5])[CH:2]([CH3:4])[CH3:3].C([O-])([O-])=O.[Na+].[Na+].[Na+].[I-].[CH2:42]([O:44][CH2:45][C:46]([O:48][CH2:49]Cl)=[O:47])[CH3:43], predict the reaction product. The product is: [C:1]([O:6][C@H:7]1[CH2:15][CH2:14][CH2:13][C@H:12]([NH:16][C:17](=[O:27])[C:18]2[C:23]([O:24][CH2:49][O:48][C:46]([CH2:45][O:44][CH2:42][CH3:43])=[O:47])=[C:22]([O:25][CH3:26])[CH:21]=[CH:20][N:19]=2)[C:11](=[O:28])[O:10][C@@H:9]([CH3:29])[C@@H:8]1[CH2:30][CH2:31][CH2:32][CH3:33])(=[O:5])[CH:2]([CH3:4])[CH3:3]. (7) Given the reactants [Cl:1][C:2]1[CH:3]=[C:4]([CH:6]=[CH:7][C:8]=1[Cl:9])[NH2:5].Br[CH2:11][C:12]([O:14][CH2:15][CH3:16])=[O:13].C(N(C(C)C)CC)(C)C.FC(F)(F)C(O)=O.C([O-])(O)=O.[Na+], predict the reaction product. The product is: [Cl:1][C:2]1[CH:3]=[C:4]([NH:5][CH2:11][C:12]([O:14][CH2:15][CH3:16])=[O:13])[CH:6]=[CH:7][C:8]=1[Cl:9]. (8) Given the reactants [H-].[Na+].C(O[C:6]([C:8]1[CH:13]=[C:12]([Cl:14])[CH:11]=[CH:10][N:9]=1)=[O:7])C.[C:15]([O:18][CH2:19][CH3:20])(=[O:17])[CH3:16].Cl, predict the reaction product. The product is: [CH2:19]([O:18][C:15](=[O:17])[CH2:16][C:6]([C:8]1[CH:13]=[C:12]([Cl:14])[CH:11]=[CH:10][N:9]=1)=[O:7])[CH3:20]. (9) Given the reactants [Br:1][C:2]1[C:10]2[C:9](Cl)=[N:8][CH:7]=[N:6][C:5]=2[O:4][C:3]=1[C:12]1[CH:17]=[CH:16][CH:15]=[CH:14][CH:13]=1.[OH:18][CH2:19][C@H:20]([CH3:31])[O:21][CH2:22][CH2:23][C:24]([O:26][C:27]([CH3:30])([CH3:29])[CH3:28])=[O:25], predict the reaction product. The product is: [Br:1][C:2]1[C:10]2[C:9]([O:18][CH2:19][C@H:20]([CH3:31])[O:21][CH2:22][CH2:23][C:24]([O:26][C:27]([CH3:30])([CH3:29])[CH3:28])=[O:25])=[N:8][CH:7]=[N:6][C:5]=2[O:4][C:3]=1[C:12]1[CH:17]=[CH:16][CH:15]=[CH:14][CH:13]=1. (10) Given the reactants O1CCN(CCO[C:10]2[CH:18]=[CH:17][C:13]([C:14](Cl)=[O:15])=[CH:12][CH:11]=2)CC1.[N-:19]=[N+:20]=[N-:21].[Na+], predict the reaction product. The product is: [C:14]([N:19]=[N+:20]=[N-:21])(=[O:15])[C:13]1[CH:17]=[CH:18][CH:10]=[CH:11][CH:12]=1.